From a dataset of Full USPTO retrosynthesis dataset with 1.9M reactions from patents (1976-2016). Predict the reactants needed to synthesize the given product. (1) The reactants are: [C:1]([C:3]1[C:4]([C:20]([F:23])([F:22])[F:21])=[C:5]2[C:9](=[CH:10][CH:11]=1)[N:8]([CH2:12][C:13](=[NH:16])[NH:14][OH:15])[C:7]([CH2:17][CH2:18][CH3:19])=[CH:6]2)#[N:2].[Cl:24][C:25]1[CH:33]=[CH:32][C:31]([Cl:34])=[CH:30][C:26]=1[C:27](Cl)=O.C(N(CC)CC)C. Given the product [Cl:24][C:25]1[CH:33]=[CH:32][C:31]([Cl:34])=[CH:30][C:26]=1[C:27]1[O:15][N:14]=[C:13]([CH2:12][N:8]2[C:9]3[C:5](=[C:4]([C:20]([F:22])([F:23])[F:21])[C:3]([C:1]#[N:2])=[CH:11][CH:10]=3)[CH:6]=[C:7]2[CH2:17][CH2:18][CH3:19])[N:16]=1, predict the reactants needed to synthesize it. (2) The reactants are: [Si:1]([O:8][CH2:9][C@@H:10]1[CH:15]=[C:14]([CH2:16][O:17][CH3:18])[C:13](=[O:19])[CH2:12][N:11]1[C:20]([O:22][C:23]([CH3:26])([CH3:25])[CH3:24])=[O:21])([C:4]([CH3:7])([CH3:6])[CH3:5])([CH3:3])[CH3:2].[BH4-].[Na+]. Given the product [Si:1]([O:8][CH2:9][C@@H:10]1[CH:15]=[C:14]([CH2:16][O:17][CH3:18])[CH:13]([OH:19])[CH2:12][N:11]1[C:20]([O:22][C:23]([CH3:26])([CH3:25])[CH3:24])=[O:21])([C:4]([CH3:6])([CH3:7])[CH3:5])([CH3:3])[CH3:2], predict the reactants needed to synthesize it. (3) Given the product [ClH:72].[NH2:8][CH2:9][C@H:10]1[CH2:11][CH2:12][C@H:13]([C:16]([NH:18][C@@H:19]([CH2:43][C:44]2[CH:49]=[CH:48][C:47]([C:50]3[CH:55]=[CH:54][C:53]([C:56](=[O:70])[NH:57][CH2:58][C:59]([N:61]4[CH2:66][CH2:65][CH:64]([N:67]([CH3:69])[CH3:68])[CH2:63][CH2:62]4)=[O:60])=[CH:52][C:51]=3[CH3:71])=[CH:46][CH:45]=2)[C:20]([NH:22][C:23]2[CH:28]=[CH:27][C:26]([C:29]3[NH:30][C:31]([C:34]([F:41])([F:42])[C:35]([F:40])([F:39])[C:36]([OH:38])=[O:37])=[N:32][N:33]=3)=[CH:25][CH:24]=2)=[O:21])=[O:17])[CH2:14][CH2:15]1, predict the reactants needed to synthesize it. The reactants are: C(OC([NH:8][CH2:9][C@H:10]1[CH2:15][CH2:14][C@H:13]([C:16]([NH:18][C@@H:19]([CH2:43][C:44]2[CH:49]=[CH:48][C:47]([C:50]3[CH:55]=[CH:54][C:53]([C:56](=[O:70])[NH:57][CH2:58][C:59]([N:61]4[CH2:66][CH2:65][CH:64]([N:67]([CH3:69])[CH3:68])[CH2:63][CH2:62]4)=[O:60])=[CH:52][C:51]=3[CH3:71])=[CH:46][CH:45]=2)[C:20]([NH:22][C:23]2[CH:28]=[CH:27][C:26]([C:29]3[NH:30][C:31]([C:34]([F:42])([F:41])[C:35]([F:40])([F:39])[C:36]([OH:38])=[O:37])=[N:32][N:33]=3)=[CH:25][CH:24]=2)=[O:21])=[O:17])[CH2:12][CH2:11]1)=O)(C)(C)C.[ClH:72].C(#N)C. (4) Given the product [F:25][C:21]1[CH:20]=[C:19]2[C:24]([C:16]([C:13]3[CH:14]=[CH:15][C:9]4[S:8](=[O:33])(=[O:34])[N:7]([CH2:6][CH2:5][C:4]([NH:37][CH3:36])=[O:35])[CH2:11][C:10]=4[CH:12]=3)=[CH:17][NH:18]2)=[CH:23][CH:22]=1, predict the reactants needed to synthesize it. The reactants are: C(O[C:4](=[O:35])[CH2:5][CH2:6][N:7]1[CH2:11][C:10]2[CH:12]=[C:13]([C:16]3[C:24]4[C:19](=[CH:20][C:21]([F:25])=[CH:22][CH:23]=4)[N:18](C(OC(C)(C)C)=O)[CH:17]=3)[CH:14]=[CH:15][C:9]=2[S:8]1(=[O:34])=[O:33])C.[CH3:36][NH2:37].CCO. (5) Given the product [Cl:30][C:31]1[CH:32]=[C:33]([CH:36]=[CH:37][C:38]=1[F:39])[CH2:34][N:7]1[CH2:6][CH2:5][N:4]([C:8]([O:10][C:11]([CH3:14])([CH3:13])[CH3:12])=[O:9])[CH2:3][C:2]1=[O:1], predict the reactants needed to synthesize it. The reactants are: [O:1]=[C:2]1[NH:7][CH2:6][CH2:5][N:4]([C:8]([O:10][C:11]([CH3:14])([CH3:13])[CH3:12])=[O:9])[CH2:3]1.C[Si]([N-][Si](C)(C)C)(C)C.[Li+].C1COCC1.[Cl:30][C:31]1[CH:32]=[C:33]([CH:36]=[CH:37][C:38]=1[F:39])[CH2:34]Br. (6) Given the product [OH:30][C:28]([C:27]([F:32])([F:31])[F:26])=[O:29].[C:1]1([C:7]2[CH:12]=[CH:11][N:10]=[C:9]([N:13]3[CH2:18][CH2:17][NH:16][CH2:15][CH2:14]3)[N:8]=2)[CH:2]=[CH:3][CH:4]=[CH:5][CH:6]=1, predict the reactants needed to synthesize it. The reactants are: [C:1]1([C:7]2[CH:12]=[CH:11][N:10]=[C:9]([N:13]3[CH2:18][CH2:17][N:16](C(OC(C)(C)C)=O)[CH2:15][CH2:14]3)[N:8]=2)[CH:6]=[CH:5][CH:4]=[CH:3][CH:2]=1.[F:26][C:27]([F:32])([F:31])[C:28]([O-:30])=[O:29].